The task is: Predict the reactants needed to synthesize the given product.. This data is from Full USPTO retrosynthesis dataset with 1.9M reactions from patents (1976-2016). Given the product [N:1]1([C:6]2[N:11]=[CH:10][C:9]([C:12](=[O:14])[CH2:13][C:23]([C:18]3[CH:19]=[C:20]([Cl:22])[CH:21]=[C:16]([Cl:15])[CH:17]=3)([OH:28])[C:24]([F:27])([F:26])[F:25])=[CH:8][CH:7]=2)[CH:5]=[N:4][CH:3]=[N:2]1, predict the reactants needed to synthesize it. The reactants are: [N:1]1([C:6]2[N:11]=[CH:10][C:9]([C:12](=[O:14])[CH3:13])=[CH:8][CH:7]=2)[CH:5]=[N:4][CH:3]=[N:2]1.[Cl:15][C:16]1[CH:17]=[C:18]([C:23](=[O:28])[C:24]([F:27])([F:26])[F:25])[CH:19]=[C:20]([Cl:22])[CH:21]=1.C(N(CCCC)CCCC)CCC.